Dataset: Full USPTO retrosynthesis dataset with 1.9M reactions from patents (1976-2016). Task: Predict the reactants needed to synthesize the given product. Given the product [ClH:5].[CH3:6][O:7][C:8](=[O:61])[C@@H:9]([NH:40][C:41](=[O:60])[C:42]1[CH:47]=[CH:46][C:45]([C:48](=[O:58])[NH:49][CH2:50][C:51]2[CH:56]=[CH:55][CH:54]=[C:53]([OH:57])[CH:52]=2)=[CH:44][C:43]=1[Cl:59])[CH2:10][C:11]1[CH:12]=[CH:13][C:14]([NH:17][C:18](=[O:39])[C:19]2[C:24]([Cl:25])=[CH:23][C:22]([O:26][CH2:27][CH2:28][CH2:29][NH2:30])=[CH:21][C:20]=2[Cl:38])=[CH:15][CH:16]=1, predict the reactants needed to synthesize it. The reactants are: C[Si]([Cl:5])(C)C.[CH3:6][O:7][C:8](=[O:61])[C@@H:9]([NH:40][C:41](=[O:60])[C:42]1[CH:47]=[CH:46][C:45]([C:48](=[O:58])[NH:49][CH2:50][C:51]2[CH:56]=[CH:55][CH:54]=[C:53]([OH:57])[CH:52]=2)=[CH:44][C:43]=1[Cl:59])[CH2:10][C:11]1[CH:16]=[CH:15][C:14]([NH:17][C:18](=[O:39])[C:19]2[C:24]([Cl:25])=[CH:23][C:22]([O:26][CH2:27][CH2:28][CH2:29][NH:30]C(OC(C)(C)C)=O)=[CH:21][C:20]=2[Cl:38])=[CH:13][CH:12]=1.